This data is from Catalyst prediction with 721,799 reactions and 888 catalyst types from USPTO. The task is: Predict which catalyst facilitates the given reaction. (1) Reactant: C1(=O)[N:5]([CH2:6][CH2:7][CH2:8][CH2:9][C:10]([CH3:14])([CH3:13])[CH2:11][OH:12])C(=O)C2=CC=CC=C12.O.NN.C(NN)(=O)C1C(=CC=CC=1)C(NN)=O. Product: [NH2:5][CH2:6][CH2:7][CH2:8][CH2:9][C:10]([CH3:14])([CH3:13])[CH2:11][OH:12]. The catalyst class is: 511. (2) Reactant: [OH-].[K+].[CH3:3]C1C=CC(S(N(N=O)C)(=O)=O)=CC=1.C(O)CO.CCOCC.[NH:26]1[C:30]2[CH:31]=[C:32]([N:35]3[CH:39]([C:40]4[CH:45]=[CH:44][CH:43]=[C:42]([F:46])[C:41]=4[F:47])[C:38]([C:48]4[CH:53]=[CH:52][C:51]([F:54])=[CH:50][CH:49]=4)=[C:37]([OH:55])[C:36]3=[O:56])[CH:33]=[CH:34][C:29]=2[N:28]=[CH:27]1. Product: [NH:26]1[C:30]2[CH:31]=[C:32]([N:35]3[CH:39]([C:40]4[CH:45]=[CH:44][CH:43]=[C:42]([F:46])[C:41]=4[F:47])[C:38]([C:48]4[CH:53]=[CH:52][C:51]([F:54])=[CH:50][CH:49]=4)=[C:37]([O:55][CH3:3])[C:36]3=[O:56])[CH:33]=[CH:34][C:29]=2[N:28]=[CH:27]1. The catalyst class is: 5. (3) Reactant: [F:1][C:2]([F:37])([F:36])[O:3][C:4]1[CH:35]=[CH:34][C:7]([O:8][CH:9]2[CH2:14][CH2:13][N:12]([S:15]([CH:18]3[CH2:23][CH2:22][N:21](C(OCC4C=CC=CC=4)=O)[CH2:20][CH2:19]3)(=[O:17])=[O:16])[CH2:11][CH2:10]2)=[CH:6][CH:5]=1.[ClH:38]. Product: [ClH:38].[NH:21]1[CH2:20][CH2:19][CH:18]([S:15]([N:12]2[CH2:11][CH2:10][CH:9]([O:8][C:7]3[CH:34]=[CH:35][C:4]([O:3][C:2]([F:1])([F:37])[F:36])=[CH:5][CH:6]=3)[CH2:14][CH2:13]2)(=[O:16])=[O:17])[CH2:23][CH2:22]1. The catalyst class is: 11. (4) Product: [OH:3][NH:2][C:27](=[O:28])[CH:26]=[CH:25][C:20]1[CH:21]=[CH:22][CH:23]=[CH:24][C:19]=1[S:16](=[O:18])(=[O:17])[NH:15][C:9]1[CH:14]=[CH:13][CH:12]=[CH:11][CH:10]=1. The catalyst class is: 7. Reactant: Cl.[NH2:2][OH:3].C([O-])(O)=O.[Na+].[C:9]1([NH:15][S:16]([C:19]2[CH:24]=[CH:23][CH:22]=[CH:21][C:20]=2[CH:25]=[CH:26][C:27](Cl)=[O:28])(=[O:18])=[O:17])[CH:14]=[CH:13][CH:12]=[CH:11][CH:10]=1. (5) Reactant: [CH2:1]([O:8][CH2:9][CH2:10][C@H:11]1[CH2:16][CH2:15][C@H:14](/[CH:17]=[N:18]/[S@@:19]([C:21]([CH3:24])([CH3:23])[CH3:22])=[O:20])[CH2:13][CH2:12]1)[C:2]1[CH:7]=[CH:6][CH:5]=[CH:4][CH:3]=1.[CH2:25]([Mg]Cl)[CH:26]=[CH2:27].N#N. Product: [CH2:1]([O:8][CH2:9][CH2:10][C@H:11]1[CH2:16][CH2:15][C@H:14]([CH:17]([NH:18][S@@:19]([C:21]([CH3:24])([CH3:23])[CH3:22])=[O:20])[CH2:27][CH:26]=[CH2:25])[CH2:13][CH2:12]1)[C:2]1[CH:7]=[CH:6][CH:5]=[CH:4][CH:3]=1. The catalyst class is: 2. (6) Reactant: [CH2:1]([N:3]1[CH:7]=[C:6]([C:8]2[CH:13]=[CH:12][N:11]=[C:10]3[NH:14][CH:15]=[CH:16][C:9]=23)[C:5]([C:17]2[CH:23]=[CH:22][C:20]([NH2:21])=[CH:19][CH:18]=2)=[N:4]1)[CH3:2].[C:24]1([N:30]=[C:31]=[O:32])[CH:29]=[CH:28][CH:27]=[CH:26][CH:25]=1. Product: [CH2:1]([N:3]1[CH:7]=[C:6]([C:8]2[CH:13]=[CH:12][N:11]=[C:10]3[NH:14][CH:15]=[CH:16][C:9]=23)[C:5]([C:17]2[CH:23]=[CH:22][C:20]([NH:21][C:31]([NH:30][C:24]3[CH:29]=[CH:28][CH:27]=[CH:26][CH:25]=3)=[O:32])=[CH:19][CH:18]=2)=[N:4]1)[CH3:2]. The catalyst class is: 17.